Dataset: Forward reaction prediction with 1.9M reactions from USPTO patents (1976-2016). Task: Predict the product of the given reaction. (1) Given the reactants [Br:1][C:2]1[CH:11]=[CH:10][C:9]([O:12]C)=[C:8]2[C:3]=1[CH2:4][CH2:5][N:6]=[CH:7]2.[Cl-].[Al+3].[Cl-].[Cl-].C([O-])(O)=O.[Na+].[BH4-].[Na+].C(N(CC)CC)C.Cl[C:33]([O:35][CH2:36][C:37]1[CH:42]=[CH:41][CH:40]=[CH:39][CH:38]=1)=[O:34], predict the reaction product. The product is: [CH2:36]([O:35][C:33]([N:6]1[CH2:5][CH2:4][C:3]2[C:8](=[C:9]([OH:12])[CH:10]=[CH:11][C:2]=2[Br:1])[CH2:7]1)=[O:34])[C:37]1[CH:42]=[CH:41][CH:40]=[CH:39][CH:38]=1. (2) The product is: [F:16][C:17]1[CH:18]=[C:19]([CH:20]=[C:21]([F:23])[CH:22]=1)[CH2:24][CH2:25][O:26][CH2:9][CH2:10][C:11]([OH:13])=[O:12]. Given the reactants FC1C=CC(CCO[CH2:9][CH2:10][C:11]([OH:13])=[O:12])=CC=1.[F:16][C:17]1[CH:18]=[C:19]([CH2:24][CH2:25][OH:26])[CH:20]=[C:21]([F:23])[CH:22]=1, predict the reaction product. (3) Given the reactants [Si:1]([O:8][CH2:9][C:10]1[CH:15]=[C:14]([CH3:16])[NH:13][C:12](=[O:17])[C:11]=1[C:18]#[N:19])([C:4]([CH3:7])([CH3:6])[CH3:5])([CH3:3])[CH3:2].N, predict the reaction product. The product is: [NH2:19][CH2:18][C:11]1[C:12](=[O:17])[NH:13][C:14]([CH3:16])=[CH:15][C:10]=1[CH2:9][O:8][Si:1]([C:4]([CH3:6])([CH3:5])[CH3:7])([CH3:2])[CH3:3].